Dataset: Forward reaction prediction with 1.9M reactions from USPTO patents (1976-2016). Task: Predict the product of the given reaction. Given the reactants [F:1][C:2]1[CH:9]=[CH:8][C:5]([C:6]#N)=[C:4]([CH3:10])[CH:3]=1.[OH-:11].[K+].Cl.[OH2:14], predict the reaction product. The product is: [F:1][C:2]1[CH:9]=[CH:8][C:5]([C:6]([OH:14])=[O:11])=[C:4]([CH3:10])[CH:3]=1.